Dataset: Experimentally validated miRNA-target interactions with 360,000+ pairs, plus equal number of negative samples. Task: Binary Classification. Given a miRNA mature sequence and a target amino acid sequence, predict their likelihood of interaction. (1) The miRNA is mmu-miR-1902 with sequence AGAGGUGCAGUAGGCAUGACUU. The protein sequence of the target gene is MLCRLGGRWLRPLPALQLWARDLPLAPVPTSGAKRPTLPVWAVAPVSAVHANGWYEALAASSPVRVAEEVLLGVHAATGLPWWGSILLSTVALRGAVTLPLAAYQHYILAKVENLQPEIKTIARHLNQEVAVRANQLGWSKRDARLTYLKNMRRLISELYVRDNCHPFKATVLVWIQLPMWIFMSFALRNLSTGAAHSEGFSVQEQLATGGILWFPDLTAPDSTWILPISVGVINLLIVEICALQKIGMSRFQTYITYFVRAMSVLMIPIAATVPSSIVLYWLCSSFVGLSQNLLLRSPG.... Result: 0 (no interaction). (2) The miRNA is hsa-miR-877-5p with sequence GUAGAGGAGAUGGCGCAGGG. The protein sequence of the target gene is MLVIPPGLSEEEEALQKKFNKLKKKKKALLALKKQSSSSTTSQGGVKRSLSEQPVMDTATATEQAKQLVKSGAISAIKAETKNSGFKRSRTLEGKLKDPEKGPVPTFQPFQRSISADDDLQESSRRPQRKSLYESFVSSSDRLRELGPDGEEAEGPGAGDGPPRSFDWGYEERSGAHSSASPPRSRSRDRSHERNRDRDRDRERDRDRDRDRDRERDRDRDRDRDRDRERDRDRERDRDRDREGPFRRSDSFPERRAPRKGNTLYVYGEDMTPTLLRGAFSPFGNIIDLSMDPPRNCAFV.... Result: 1 (interaction).